This data is from Reaction yield outcomes from USPTO patents with 853,638 reactions. The task is: Predict the reaction yield, written as a fraction of the theoretical maximum amount of product (1.0 means a 100% yield; for example, 0.34 means a 34% yield). (1) The reactants are [C:1]([O:5][C:6]([N:8]1[CH2:12][CH2:11][C@@H:10]([N:13]2[C:21](=O)[C:20]3[C:15](=[CH:16][CH:17]=[C:18]([Cl:23])[CH:19]=3)[C:14]2=O)[CH2:9]1)=[O:7])([CH3:4])([CH3:3])[CH3:2].[H-].[H-].[H-].[H-].[Li+].[Al+3].[Al+3].[Cl-].[Cl-].[Cl-]. The product is [C:1]([O:5][C:6]([N:8]1[CH2:12][CH2:11][C@@H:10]([N:13]2[CH2:21][C:20]3[C:15](=[CH:16][CH:17]=[C:18]([Cl:23])[CH:19]=3)[CH2:14]2)[CH2:9]1)=[O:7])([CH3:4])([CH3:2])[CH3:3]. The catalyst is CCOCC. The yield is 0.410. (2) The reactants are [Li+].[OH-].[C:3]([C:7]1[CH:11]=[C:10]([C:12]([O:14]CC)=[O:13])[N:9]([CH:17]([CH3:19])[CH3:18])[N:8]=1)([CH3:6])([CH3:5])[CH3:4]. The catalyst is O.C1COCC1. The product is [C:3]([C:7]1[CH:11]=[C:10]([C:12]([OH:14])=[O:13])[N:9]([CH:17]([CH3:19])[CH3:18])[N:8]=1)([CH3:6])([CH3:4])[CH3:5]. The yield is 0.930. (3) The reactants are [Br:1][C:2]1[C:11]2[O:10][CH:9]([CH:12]([CH3:14])[CH3:13])[C:8](=[O:15])[NH:7][C:6]=2[CH:5]=[C:4]([CH2:16][OH:17])[CH:3]=1.CO.O.[C:21]1(C)C=CC(S(O)(=O)=O)=CC=1. No catalyst specified. The product is [Br:1][C:2]1[C:11]2[O:10][CH:9]([CH:12]([CH3:14])[CH3:13])[C:8](=[O:15])[NH:7][C:6]=2[CH:5]=[C:4]([CH2:16][O:17][CH3:21])[CH:3]=1. The yield is 1.00. (4) The catalyst is C1(C)C=CC=CC=1.[N+](CCCC)(CCCC)(CCCC)CCCC.[Br-].O. The yield is 0.160. The reactants are [CH2:1]1[C:9]2[C:4](=[CH:5][C:6]([CH2:10][C:11]#[N:12])=[CH:7][CH:8]=2)[CH2:3][CH2:2]1.[OH-].[Na+].Br[CH2:16][CH2:17]Cl. The product is [CH2:3]1[C:4]2[C:9](=[CH:8][CH:7]=[C:6]([C:10]3([C:11]#[N:12])[CH2:17][CH2:16]3)[CH:5]=2)[CH2:1][CH2:2]1. (5) The reactants are [Cl:1][C:2]1[CH:7]=[C:6](Cl)[C:5]([N+:9]([O-:11])=[O:10])=[CH:4][N:3]=1.Cl.[CH2:13]([O:20][C:21]1[CH:27]=[CH:26][C:24]([NH2:25])=[CH:23][CH:22]=1)[C:14]1[CH:19]=[CH:18][CH:17]=[CH:16][CH:15]=1.CCN(CC)CC.O. The catalyst is CN(C=O)C. The product is [Cl:1][C:2]1[CH:7]=[C:6]([NH:25][C:24]2[CH:23]=[CH:22][C:21]([O:20][CH2:13][C:14]3[CH:15]=[CH:16][CH:17]=[CH:18][CH:19]=3)=[CH:27][CH:26]=2)[C:5]([N+:9]([O-:11])=[O:10])=[CH:4][N:3]=1. The yield is 0.920. (6) The reactants are [CH3:1][CH:2]([CH:12]=[CH2:13])[CH2:3][CH2:4][CH:5]([C:9]([CH3:11])=[CH2:10])C(=O)C.C(=[O:16])C.B(F)(F)F.[CH3:21][CH2:22][O:23][CH2:24][CH3:25]. The catalyst is ClCCCl. The product is [C:22]([O:23][CH:24]([CH2:10][C:9]([CH3:11])=[CH:5][CH2:4][CH2:3][CH:2]([CH3:1])[CH:12]=[CH2:13])[CH3:25])(=[O:16])[CH3:21]. The yield is 0.850. (7) The reactants are [C:1]([O:5][C:6]([NH:8][C@H:9]([C:17]([OH:19])=O)[CH2:10][C:11]1[CH:16]=[CH:15][CH:14]=[CH:13][CH:12]=1)=[O:7])([CH3:4])([CH3:3])[CH3:2].[C:20]([C:24]1[CH:50]=[CH:49][C:27]([C:28]([NH:30][C:31]2[CH:47]=[C:46]([NH2:48])[CH:45]=[CH:44][C:32]=2[C:33]([NH:35][C:36]2[CH:41]=[CH:40][C:39]([O:42][CH3:43])=[CH:38][CH:37]=2)=[O:34])=[O:29])=[CH:26][CH:25]=1)([CH3:23])([CH3:22])[CH3:21].C1(N=C=NC2CCCCC2)CCCCC1.C1C=NC2N(O)N=NC=2C=1. The catalyst is CN(C)C=O. The product is [C:20]([C:24]1[CH:50]=[CH:49][C:27]([C:28]([NH:30][C:31]2[CH:47]=[C:46]([NH:48][C:17](=[O:19])[C@H:9]([CH2:10][C:11]3[CH:12]=[CH:13][CH:14]=[CH:15][CH:16]=3)[NH:8][C:6]([O:5][C:1]([CH3:2])([CH3:3])[CH3:4])=[O:7])[CH:45]=[CH:44][C:32]=2[C:33]([NH:35][C:36]2[CH:41]=[CH:40][C:39]([O:42][CH3:43])=[CH:38][CH:37]=2)=[O:34])=[O:29])=[CH:26][CH:25]=1)([CH3:23])([CH3:21])[CH3:22]. The yield is 0.600.